This data is from NCI-60 drug combinations with 297,098 pairs across 59 cell lines. The task is: Regression. Given two drug SMILES strings and cell line genomic features, predict the synergy score measuring deviation from expected non-interaction effect. (1) Drug 1: C1=NC2=C(N1)C(=S)N=C(N2)N. Synergy scores: CSS=13.2, Synergy_ZIP=-2.98, Synergy_Bliss=-0.318, Synergy_Loewe=-4.69, Synergy_HSA=-2.29. Cell line: SK-MEL-28. Drug 2: CCC1(C2=C(COC1=O)C(=O)N3CC4=CC5=C(C=CC(=C5CN(C)C)O)N=C4C3=C2)O.Cl. (2) Drug 1: CC12CCC3C(C1CCC2OP(=O)(O)O)CCC4=C3C=CC(=C4)OC(=O)N(CCCl)CCCl.[Na+]. Drug 2: CC1C(C(CC(O1)OC2CC(CC3=C2C(=C4C(=C3O)C(=O)C5=CC=CC=C5C4=O)O)(C(=O)C)O)N)O. Cell line: K-562. Synergy scores: CSS=35.7, Synergy_ZIP=1.41, Synergy_Bliss=3.80, Synergy_Loewe=-19.3, Synergy_HSA=3.53. (3) Drug 1: C1=C(C(=O)NC(=O)N1)N(CCCl)CCCl. Drug 2: CC=C1C(=O)NC(C(=O)OC2CC(=O)NC(C(=O)NC(CSSCCC=C2)C(=O)N1)C(C)C)C(C)C. Cell line: NCI-H226. Synergy scores: CSS=73.7, Synergy_ZIP=15.3, Synergy_Bliss=15.2, Synergy_Loewe=-28.9, Synergy_HSA=16.9. (4) Drug 2: C1=CC=C(C=C1)NC(=O)CCCCCCC(=O)NO. Synergy scores: CSS=37.6, Synergy_ZIP=-2.08, Synergy_Bliss=-0.361, Synergy_Loewe=-15.2, Synergy_HSA=1.12. Cell line: ACHN. Drug 1: CCC1=C2CN3C(=CC4=C(C3=O)COC(=O)C4(CC)O)C2=NC5=C1C=C(C=C5)O. (5) Drug 1: C1CC(C1)(C(=O)O)C(=O)O.[NH2-].[NH2-].[Pt+2]. Drug 2: C1CCC(C(C1)N)N.C(=O)(C(=O)[O-])[O-].[Pt+4]. Cell line: TK-10. Synergy scores: CSS=16.0, Synergy_ZIP=-7.38, Synergy_Bliss=2.04, Synergy_Loewe=-3.44, Synergy_HSA=0.514. (6) Drug 1: C1=C(C(=O)NC(=O)N1)F. Drug 2: CC1CCCC2(C(O2)CC(NC(=O)CC(C(C(=O)C(C1O)C)(C)C)O)C(=CC3=CSC(=N3)C)C)C. Cell line: SR. Synergy scores: CSS=35.1, Synergy_ZIP=-9.02, Synergy_Bliss=-19.2, Synergy_Loewe=-19.2, Synergy_HSA=-19.1. (7) Drug 1: CCC1=CC2CC(C3=C(CN(C2)C1)C4=CC=CC=C4N3)(C5=C(C=C6C(=C5)C78CCN9C7C(C=CC9)(C(C(C8N6C)(C(=O)OC)O)OC(=O)C)CC)OC)C(=O)OC.C(C(C(=O)O)O)(C(=O)O)O. Drug 2: CCCCC(=O)OCC(=O)C1(CC(C2=C(C1)C(=C3C(=C2O)C(=O)C4=C(C3=O)C=CC=C4OC)O)OC5CC(C(C(O5)C)O)NC(=O)C(F)(F)F)O. Cell line: DU-145. Synergy scores: CSS=51.8, Synergy_ZIP=-1.96, Synergy_Bliss=-2.95, Synergy_Loewe=0.0730, Synergy_HSA=-1.25. (8) Drug 1: CC1C(C(=O)NC(C(=O)N2CCCC2C(=O)N(CC(=O)N(C(C(=O)O1)C(C)C)C)C)C(C)C)NC(=O)C3=C4C(=C(C=C3)C)OC5=C(C(=O)C(=C(C5=N4)C(=O)NC6C(OC(=O)C(N(C(=O)CN(C(=O)C7CCCN7C(=O)C(NC6=O)C(C)C)C)C)C(C)C)C)N)C. Drug 2: CCCCC(=O)OCC(=O)C1(CC(C2=C(C1)C(=C3C(=C2O)C(=O)C4=C(C3=O)C=CC=C4OC)O)OC5CC(C(C(O5)C)O)NC(=O)C(F)(F)F)O. Cell line: SF-268. Synergy scores: CSS=50.2, Synergy_ZIP=5.66, Synergy_Bliss=5.20, Synergy_Loewe=3.27, Synergy_HSA=8.32. (9) Drug 2: C1CN(CCN1C(=O)CCBr)C(=O)CCBr. Drug 1: CCCCCOC(=O)NC1=NC(=O)N(C=C1F)C2C(C(C(O2)C)O)O. Cell line: UO-31. Synergy scores: CSS=12.2, Synergy_ZIP=-1.93, Synergy_Bliss=1.12, Synergy_Loewe=-6.27, Synergy_HSA=0.491.